Dataset: Peptide-MHC class I binding affinity with 185,985 pairs from IEDB/IMGT. Task: Regression. Given a peptide amino acid sequence and an MHC pseudo amino acid sequence, predict their binding affinity value. This is MHC class I binding data. (1) The peptide sequence is TTEANAGQF. The MHC is HLA-A24:02 with pseudo-sequence HLA-A24:02. The binding affinity (normalized) is 0.0759. (2) The MHC is HLA-A24:03 with pseudo-sequence HLA-A24:03. The peptide sequence is YLPYDIFCR. The binding affinity (normalized) is 0.0847.